From a dataset of Reaction yield outcomes from USPTO patents with 853,638 reactions. Predict the reaction yield, written as a fraction of the theoretical maximum amount of product (1.0 means a 100% yield; for example, 0.34 means a 34% yield). (1) The reactants are [Cl:1][C:2]1[CH:3]=[C:4]([N:9](O)[C:10]([C:12]2[C:16]([CH2:17][O:18][Si:19]([CH:26]([CH3:28])[CH3:27])([CH:23]([CH3:25])[CH3:24])[CH:20]([CH3:22])[CH3:21])=[N:15][O:14][N:13]=2)=[NH:11])[CH:5]=[CH:6][C:7]=1[F:8].C1N=CN([C:35](N2C=NC=C2)=[O:36])C=1.[O:42]1CCCC1. No catalyst specified. The product is [Cl:1][C:2]1[CH:3]=[C:4]([N:9]2[C:35](=[O:36])[O:42][N:11]=[C:10]2[C:12]2[C:16]([CH2:17][O:18][Si:19]([CH:23]([CH3:24])[CH3:25])([CH:26]([CH3:28])[CH3:27])[CH:20]([CH3:21])[CH3:22])=[N:15][O:14][N:13]=2)[CH:5]=[CH:6][C:7]=1[F:8]. The yield is 0.730. (2) The reactants are [Cl:1][C:2]1([C:22]([O:24]CC)=[O:23])[CH:7]=[CH:6][C:5]([N:8]([C:12]2[CH:17]=[CH:16][CH:15]=[CH:14][C:13]=2[C:18]([F:21])([F:20])[F:19])[C:9](=[O:11])[NH2:10])=[CH:4][CH2:3]1.[OH-].[K+]. The catalyst is CO. The product is [Cl:1][C:2]1([C:22]([OH:24])=[O:23])[CH:3]=[CH:4][C:5]([N:8]([C:12]2[CH:17]=[CH:16][CH:15]=[CH:14][C:13]=2[C:18]([F:21])([F:19])[F:20])[C:9](=[O:11])[NH2:10])=[CH:6][CH2:7]1. The yield is 0.920. (3) The reactants are [O:1]=[O+][O-].[C:4]1(C2C=CC=CC=2)[CH:9]=[CH:8][C:7]([C:10]2([C:21]([O:23][CH3:24])=[O:22])[CH2:12][CH:11]2/[CH:13]=C/C2C=CC=CC=2)=[CH:6][CH:5]=1.[CH:31]1[CH:36]=[CH:35][C:34](P([C:31]2[CH:36]=[CH:35][CH:34]=[CH:33][CH:32]=2)[C:31]2[CH:36]=[CH:35][CH:34]=[CH:33][CH:32]=2)=[CH:33][CH:32]=1. The catalyst is C(Cl)Cl. The product is [C:4]1([C:31]2[CH:36]=[CH:35][CH:34]=[CH:33][CH:32]=2)[CH:5]=[CH:6][C:7]([C:10]2([C:21]([O:23][CH3:24])=[O:22])[CH2:12][CH:11]2[CH:13]=[O:1])=[CH:8][CH:9]=1. The yield is 0.830. (4) The reactants are [CH3:1][C:2]([N:10]1[CH:14]=[C:13]([C:15]2[CH:20]=[CH:19][N:18]=[C:17]3[N:21]([CH2:24][O:25][CH2:26][CH2:27][Si:28]([CH3:31])([CH3:30])[CH3:29])[CH:22]=[CH:23][C:16]=23)[CH:12]=[N:11]1)([CH3:9])[CH2:3][C:4](OCC)=[O:5].C1COCC1.[H-].C([Al+]CC(C)C)C(C)C. The catalyst is C(Cl)Cl.O. The product is [CH3:9][C:2]([N:10]1[CH:14]=[C:13]([C:15]2[CH:20]=[CH:19][N:18]=[C:17]3[N:21]([CH2:24][O:25][CH2:26][CH2:27][Si:28]([CH3:31])([CH3:29])[CH3:30])[CH:22]=[CH:23][C:16]=23)[CH:12]=[N:11]1)([CH3:1])[CH2:3][CH2:4][OH:5]. The yield is 0.960. (5) The product is [CH:1]1([N:7]([CH3:12])[CH2:8][CH2:9][OH:10])[CH2:6][CH2:5][CH2:4][CH2:3][CH2:2]1. The reactants are [CH:1]1([NH:7][CH2:8][CH2:9][OH:10])[CH2:6][CH2:5][CH2:4][CH2:3][CH2:2]1.O1CCC[CH2:12]1.IC.C(N(CC)CC)C. The catalyst is C(OCC)(=O)C.O. The yield is 0.340. (6) The reactants are [OH:1][C:2]1[CH:8]=[C:7]([N+:9]([O-:11])=[O:10])[CH:6]=[CH:5][C:3]=1[NH2:4].[F:12][C:13]([F:24])([F:23])[C:14]1[CH:19]=[CH:18][CH:17]=[CH:16][C:15]=1[N:20]=[C:21]=[O:22]. No catalyst specified. The product is [OH:1][C:2]1[CH:8]=[C:7]([N+:9]([O-:11])=[O:10])[CH:6]=[CH:5][C:3]=1[NH:4][C:21]([NH:20][C:15]1[CH:16]=[CH:17][CH:18]=[CH:19][C:14]=1[C:13]([F:12])([F:23])[F:24])=[O:22]. The yield is 0.520. (7) The reactants are [Br:1][C:2]1[CH:8]=[CH:7][C:5]([NH2:6])=[CH:4][CH:3]=1.C(N(CC)CC)C.O1CCCC1.[C:21](Cl)(=[O:25])[CH:22]([CH3:24])[CH3:23]. The catalyst is C(Cl)(Cl)Cl. The product is [Br:1][C:2]1[CH:8]=[CH:7][C:5]([NH:6][C:21](=[O:25])[CH:22]([CH3:24])[CH3:23])=[CH:4][CH:3]=1. The yield is 0.820. (8) The reactants are [F:1][C:2]1([F:25])[CH2:7][CH2:6][N:5]([CH2:8][CH2:9][O:10][C:11]2[CH:12]=[C:13]([C:17]([F:24])([F:23])[C:18]([O:20]CC)=[O:19])[CH:14]=[CH:15][CH:16]=2)[CH2:4][CH2:3]1.CO.O.[OH-].[Li+]. The catalyst is O1CCCC1.O. The product is [F:25][C:2]1([F:1])[CH2:7][CH2:6][N:5]([CH2:8][CH2:9][O:10][C:11]2[CH:12]=[C:13]([C:17]([F:23])([F:24])[C:18]([OH:20])=[O:19])[CH:14]=[CH:15][CH:16]=2)[CH2:4][CH2:3]1. The yield is 0.860.